Predict the reactants needed to synthesize the given product. From a dataset of Full USPTO retrosynthesis dataset with 1.9M reactions from patents (1976-2016). (1) Given the product [NH2:2][CH2:1][C:3]1[CH:32]=[CH:31][C:6]([CH2:7][NH:8][C:9]([N:11]2[CH2:12][CH2:13][N:14]([C:17](=[O:30])[CH2:18][NH:19][C:20](=[O:29])[O:21][CH2:22][C:23]3[CH:24]=[CH:25][CH:26]=[CH:27][CH:28]=3)[CH2:15][CH2:16]2)=[O:10])=[CH:5][CH:4]=1, predict the reactants needed to synthesize it. The reactants are: [C:1]([C:3]1[CH:32]=[CH:31][C:6]([CH2:7][NH:8][C:9]([N:11]2[CH2:16][CH2:15][N:14]([C:17](=[O:30])[CH2:18][NH:19][C:20](=[O:29])[O:21][CH2:22][C:23]3[CH:28]=[CH:27][CH:26]=[CH:25][CH:24]=3)[CH2:13][CH2:12]2)=[O:10])=[CH:5][CH:4]=1)#[N:2]. (2) The reactants are: [F:1][C:2]1[CH:11]=[CH:10][CH:9]=[C:8]2[C:3]=1[NH:4][CH2:5][C:6](=[O:12])[NH:7]2.[H-].[Na+].I[CH3:16]. Given the product [F:1][C:2]1[CH:11]=[CH:10][CH:9]=[C:8]2[C:3]=1[NH:4][CH2:5][C:6](=[O:12])[N:7]2[CH3:16], predict the reactants needed to synthesize it. (3) Given the product [C:1]([O:5][C:6]([N:8]1[CH2:12][CH2:11][C@H:10]([C@H:13]([O:18][C:22]2[CH:27]=[CH:26][C:25]([C:28]([F:31])([F:30])[F:29])=[CH:24][CH:23]=2)[CH2:14][N:15]=[N+:16]=[N-:17])[CH2:9]1)=[O:7])([CH3:4])([CH3:2])[CH3:3], predict the reactants needed to synthesize it. The reactants are: [C:1]([O:5][C:6]([N:8]1[CH2:12][CH2:11][C@H:10]([C@H:13]([OH:18])[CH2:14][N:15]=[N+:16]=[N-:17])[CH2:9]1)=[O:7])([CH3:4])([CH3:3])[CH3:2].[H-].[Na+].F[C:22]1[CH:27]=[CH:26][C:25]([C:28]([F:31])([F:30])[F:29])=[CH:24][CH:23]=1. (4) Given the product [C:9]([Si:13]([CH3:16])([CH3:15])[O:7][C@@H:4]1[CH2:5][CH2:6][C@H:1]([OH:8])[CH2:2][CH2:3]1)([CH3:12])([CH3:11])[CH3:10], predict the reactants needed to synthesize it. The reactants are: [C@H:1]1([OH:8])[CH2:6][CH2:5][C@@H:4]([OH:7])[CH2:3][CH2:2]1.[C:9]([Si:13]([CH3:16])([CH3:15])Cl)([CH3:12])([CH3:11])[CH3:10].N1C=CN=C1. (5) The reactants are: [H-].[Na+].[C:3]([O:7][C:8]([N:10]1[CH2:14][CH:13]([C:15]2[NH:16][CH:17]=[C:18]([C:20]3[CH:25]=[CH:24][C:23]([C:26]#[C:27][C:28]4[CH:33]=[CH:32][C:31]([C:34]5[N:35]=[C:36]([CH:39]6[CH2:43][CH2:42][CH2:41][N:40]6[C:44](=[O:54])[CH:45]([NH:49][C:50]([O:52][CH3:53])=[O:51])[CH:46]([CH3:48])[CH3:47])[NH:37][CH:38]=5)=[CH:30][CH:29]=4)=[CH:22][CH:21]=3)[N:19]=2)[N:12]([C:55](=[O:65])[CH:56]([NH:60][C:61]([O:63][CH3:64])=[O:62])[CH:57]([CH3:59])[CH3:58])[CH2:11]1)=[O:9])([CH3:6])([CH3:5])[CH3:4].[CH3:66][Si:67]([CH3:74])([CH3:73])[CH2:68][CH2:69][O:70][CH2:71]Cl. Given the product [C:3]([O:7][C:8]([N:10]1[CH2:14][CH:13]([C:15]2[N:16]([CH2:71][O:70][CH2:69][CH2:68][Si:67]([CH3:74])([CH3:73])[CH3:66])[CH:17]=[C:18]([C:20]3[CH:25]=[CH:24][C:23]([C:26]#[C:27][C:28]4[CH:33]=[CH:32][C:31]([C:34]5[N:35]=[C:36]([CH:39]6[CH2:43][CH2:42][CH2:41][N:40]6[C:44](=[O:54])[CH:45]([NH:49][C:50]([O:52][CH3:53])=[O:51])[CH:46]([CH3:48])[CH3:47])[N:37]([CH2:71][O:70][CH2:69][CH2:68][Si:67]([CH3:74])([CH3:73])[CH3:66])[CH:38]=5)=[CH:30][CH:29]=4)=[CH:22][CH:21]=3)[N:19]=2)[N:12]([C:55](=[O:65])[CH:56]([NH:60][C:61]([O:63][CH3:64])=[O:62])[CH:57]([CH3:58])[CH3:59])[CH2:11]1)=[O:9])([CH3:6])([CH3:4])[CH3:5], predict the reactants needed to synthesize it.